The task is: Predict which catalyst facilitates the given reaction.. This data is from Catalyst prediction with 721,799 reactions and 888 catalyst types from USPTO. (1) Reactant: [CH3:1][C:2]1[C:13]([C:14]([F:17])([F:16])[F:15])=[CH:12][CH:11]=[CH:10][C:3]=1[O:4][CH:5]([CH2:8][CH3:9])[C:6]#[N:7].[CH2:18](N)[CH2:19][NH2:20].[S-]SS[S-].[Na+].[Na+]. Product: [CH3:1][C:2]1[C:13]([C:14]([F:15])([F:16])[F:17])=[CH:12][CH:11]=[CH:10][C:3]=1[O:4][CH:5]([C:6]1[NH:20][CH2:19][CH2:18][N:7]=1)[CH2:8][CH3:9]. The catalyst class is: 6. (2) Reactant: [CH2:1]([N:8]1[CH:13]2[CH2:14][CH2:15][CH:9]1[CH2:10][CH:11]([NH:16][C:17]1[C:18]([NH2:24])=[CH:19][C:20]([F:23])=[CH:21][CH:22]=1)[CH2:12]2)[C:2]1[CH:7]=[CH:6][CH:5]=[CH:4][CH:3]=1.C(N(CC)CC)C.[CH:32]1([C:35](Cl)=[O:36])[CH2:34][CH2:33]1.C(OCC)(=O)C. Product: [CH2:1]([N:8]1[CH:13]2[CH2:14][CH2:15][CH:9]1[CH2:10][CH:11]([NH:16][C:17]1[CH:22]=[CH:21][C:20]([F:23])=[CH:19][C:18]=1[NH:24][C:35]([CH:32]1[CH2:34][CH2:33]1)=[O:36])[CH2:12]2)[C:2]1[CH:7]=[CH:6][CH:5]=[CH:4][CH:3]=1. The catalyst class is: 20. (3) Reactant: Cl[C:2]1[N:7]2[N:8]=[C:9]([CH3:11])[CH:10]=[C:6]2[N:5]=[C:4]([NH:12][C:13]([CH:15]2[CH2:17][CH:16]2[C:18]2[CH:23]=[CH:22][C:21]([F:24])=[CH:20][CH:19]=2)=[O:14])[CH:3]=1.C[N:26]1[C:30](=[O:31])[CH2:29][CH2:28][CH2:27]1. Product: [C:30]([NH:26][CH:27]1[CH2:28][CH2:6][N:5]([C:2]2[N:7]3[N:8]=[C:9]([CH3:11])[CH:10]=[C:6]3[N:5]=[C:4]([NH:12][C:13]([CH:15]3[CH2:17][CH:16]3[C:18]3[CH:23]=[CH:22][C:21]([F:24])=[CH:20][CH:19]=3)=[O:14])[CH:3]=2)[CH2:4][CH2:3]1)(=[O:31])[CH3:29]. The catalyst class is: 376. (4) Reactant: [H-].[Na+].[Br:3][C:4]1[CH:5]=[C:6]([CH:9]=[C:10]([N+:12]([O-:14])=[O:13])[CH:11]=1)[CH2:7][OH:8].I[CH2:16][CH2:17][CH3:18].O. Product: [Br:3][C:4]1[CH:5]=[C:6]([CH2:7][O:8][CH2:16][CH2:17][CH3:18])[CH:9]=[C:10]([N+:12]([O-:14])=[O:13])[CH:11]=1. The catalyst class is: 3. (5) Reactant: [F:1][C:2]1[C:7]2[O:8][C:9]3[C:14]([C:15]4([CH2:20][C:19](=[O:21])[N:18]([CH3:22])[C:17]([NH:23]C(=O)OC(C)(C)C)=[N:16]4)[C:6]=2[CH:5]=[C:4]([C:38]2[C:39]([F:44])=[N:40][CH:41]=[CH:42][CH:43]=2)[N:3]=1)=[CH:13][C:12]([C:31]1[C:32]([F:37])=[N:33][CH:34]=[CH:35][CH:36]=1)=[CH:11][CH:10]=3.C(O)(C(F)(F)F)=O. Product: [NH2:23][C:17]1[N:18]([CH3:22])[C:19](=[O:21])[CH2:20][C:15]2([C:6]3[CH:5]=[C:4]([C:38]4[C:39]([F:44])=[N:40][CH:41]=[CH:42][CH:43]=4)[N:3]=[C:2]([F:1])[C:7]=3[O:8][C:9]3[C:14]2=[CH:13][C:12]([C:31]2[C:32]([F:37])=[N:33][CH:34]=[CH:35][CH:36]=2)=[CH:11][CH:10]=3)[N:16]=1. The catalyst class is: 2. (6) Reactant: [NH2:1][C:2]1[N:7]=[C:6]([C:8]2[C:13]([C:14]([F:17])([F:16])[F:15])=[CH:12][CH:11]=[CH:10][N:9]=2)[CH:5]=[CH:4][C:3]=1[C:18]#[N:19].[OH-:20].[Na+]. Product: [NH2:1][C:2]1[N:7]=[C:6]([C:8]2[C:13]([C:14]([F:17])([F:16])[F:15])=[CH:12][CH:11]=[CH:10][N:9]=2)[CH:5]=[CH:4][C:3]=1[C:18]([NH2:19])=[O:20]. The catalyst class is: 65. (7) Reactant: Cl[C:2]1[CH:3]=[C:4]2[C:10]([C:11]3[N:16]=[C:15]([NH:17][C@@H:18]([C:20]([NH:22][CH2:23][C:24]([F:27])([F:26])[F:25])=[O:21])[CH3:19])[CH:14]=[N:13][CH:12]=3)=[CH:9][N:8](S(C3C=CC(C)=CC=3)(=O)=O)[C:5]2=[N:6][CH:7]=1.[CH3:38][N:39]1[CH:43]=[C:42](B2OC(C)(C)C(C)(C)O2)[CH:41]=[N:40]1.CC(C1C=C(C(C)C)C(C2C=CC=CC=2P(C2CCCCC2)C2CCCCC2)=C(C(C)C)C=1)C.CC1OCCC1.[O-]P([O-])([O-])=O.[K+].[K+].[K+]. Product: [CH3:38][N:39]1[CH:43]=[C:42]([C:2]2[CH:3]=[C:4]3[C:10]([C:11]4[N:16]=[C:15]([NH:17][C@@H:18]([C:20]([NH:22][CH2:23][C:24]([F:25])([F:26])[F:27])=[O:21])[CH3:19])[CH:14]=[N:13][CH:12]=4)=[CH:9][NH:8][C:5]3=[N:6][CH:7]=2)[CH:41]=[N:40]1. The catalyst class is: 167.